Task: Regression. Given a peptide amino acid sequence and an MHC pseudo amino acid sequence, predict their binding affinity value. This is MHC class II binding data.. Dataset: Peptide-MHC class II binding affinity with 134,281 pairs from IEDB (1) The peptide sequence is NVPFIQSRGLFGAIAGFIEGG. The MHC is DRB1_0701 with pseudo-sequence DRB1_0701. The binding affinity (normalized) is 0. (2) The peptide sequence is AFVATTNPWASQEG. The MHC is DRB1_0802 with pseudo-sequence DRB1_0802. The binding affinity (normalized) is 0.622. (3) The peptide sequence is TATELNNALQNLART. The MHC is DRB1_0404 with pseudo-sequence DRB1_0404. The binding affinity (normalized) is 0.0154.